Dataset: Full USPTO retrosynthesis dataset with 1.9M reactions from patents (1976-2016). Task: Predict the reactants needed to synthesize the given product. (1) The reactants are: F[C:2]1[C:7]([C:8]2[N:16]=[CH:15][N:14]=[C:13]3[C:9]=2[N:10]=[CH:11][N:12]3[CH:17]2[CH2:22][CH2:21][CH2:20][CH2:19][O:18]2)=[CH:6][CH:5]=[CH:4][N:3]=1.[NH2:23][C:24]1[CH:25]=[C:26]([NH:31][S:32]([CH2:35][CH2:36][CH3:37])(=[O:34])=[O:33])[CH:27]=[CH:28][C:29]=1[F:30]. Given the product [F:30][C:29]1[CH:28]=[CH:27][C:26]([NH:31][S:32]([CH2:35][CH2:36][CH3:37])(=[O:34])=[O:33])=[CH:25][C:24]=1[NH:23][C:2]1[C:7]([C:8]2[N:16]=[CH:15][N:14]=[C:13]3[C:9]=2[N:10]=[CH:11][N:12]3[CH:17]2[CH2:22][CH2:21][CH2:20][CH2:19][O:18]2)=[CH:6][CH:5]=[CH:4][N:3]=1, predict the reactants needed to synthesize it. (2) Given the product [NH2:15][C@H:12]([C:6]1[N:5]([CH:23]2[CH2:24][CH2:25]2)[C:4](=[O:26])[C:3]2[C:8](=[CH:9][CH:10]=[CH:11][C:2]=2[Cl:1])[N:7]=1)[CH2:13][CH3:14], predict the reactants needed to synthesize it. The reactants are: [Cl:1][C:2]1[CH:11]=[CH:10][CH:9]=[C:8]2[C:3]=1[C:4](=[O:26])[N:5]([CH:23]1[CH2:25][CH2:24]1)[C:6]([C@@H:12]([NH:15]C(=O)OC(C)(C)C)[CH2:13][CH3:14])=[N:7]2.Cl. (3) Given the product [CH3:22][O:21][C:18]1[CH:19]=[C:20]2[C:15](=[CH:16][C:17]=1[O:23][CH2:24][CH2:25][O:26][CH3:27])[N:14]=[CH:13][N:12]=[C:11]2[NH:10][C:6]1[C:7]([CH:8]=[C:2]([NH:33][CH2:32][C:31]2[CH:34]=[CH:35][CH:36]=[C:29]([CH3:28])[CH:30]=2)[C:3](=[O:4])[CH:5]=1)=[O:9], predict the reactants needed to synthesize it. The reactants are: Cl[C:2]1[C:3]([CH:5]=[C:6]([NH:10][C:11]2[C:20]3[C:15](=[CH:16][C:17]([O:23][CH2:24][CH2:25][O:26][CH3:27])=[C:18]([O:21][CH3:22])[CH:19]=3)[N:14]=[CH:13][N:12]=2)[C:7](=[O:9])[CH:8]=1)=[O:4].[CH3:28][C:29]1[CH:30]=[C:31]([CH:34]=[CH:35][CH:36]=1)[CH2:32][NH2:33].